This data is from Full USPTO retrosynthesis dataset with 1.9M reactions from patents (1976-2016). The task is: Predict the reactants needed to synthesize the given product. (1) Given the product [C:1]([O:5][C:6](=[O:14])[C:7]1[CH:8]=[CH:9][C:10]([NH:13][CH2:24][C:21]2[O:20][C:19]([Si:18]([CH:15]([CH3:17])[CH3:16])([CH:29]([CH3:31])[CH3:30])[CH:26]([CH3:28])[CH3:27])=[N:23][CH:22]=2)=[CH:11][CH:12]=1)([CH3:4])([CH3:2])[CH3:3], predict the reactants needed to synthesize it. The reactants are: [C:1]([O:5][C:6](=[O:14])[C:7]1[CH:12]=[CH:11][C:10]([NH2:13])=[CH:9][CH:8]=1)([CH3:4])([CH3:3])[CH3:2].[CH:15]([Si:18]([CH:29]([CH3:31])[CH3:30])([CH:26]([CH3:28])[CH3:27])[C:19]1[O:20][C:21]([CH:24]=O)=[CH:22][N:23]=1)([CH3:17])[CH3:16].[BH-](OC(C)=O)(OC(C)=O)OC(C)=O.[Na+]. (2) Given the product [Br:1][C:2]1[CH:7]=[CH:6][C:5]([S:14]([C:8]2[CH:13]=[CH:12][CH:11]=[CH:10][CH:9]=2)(=[O:16])=[O:15])=[CH:4][CH:3]=1, predict the reactants needed to synthesize it. The reactants are: [Br:1][C:2]1[CH:7]=[CH:6][CH:5]=[CH:4][CH:3]=1.[C:8]1([S:14](Cl)(=[O:16])=[O:15])[CH:13]=[CH:12][CH:11]=[CH:10][CH:9]=1.[Cl-].[In+3].[Cl-].[Cl-].FC(F)(F)S(O)(=O)=O.[OH-].[Na+]. (3) Given the product [C:34]([N:37]1[CH2:42][CH2:41][N:40]([CH2:6][CH2:7][O:8][C:9]2[CH:14]=[CH:13][C:12]([CH:15]3[CH2:16][CH2:17][N:18]([C:21]4[CH:22]=[CH:23][C:24]5[N:25]([C:27]([C:30]([F:32])([F:31])[F:33])=[N:28][N:29]=5)[N:26]=4)[CH2:19][CH2:20]3)=[CH:11][CH:10]=2)[CH2:39][C@@H:38]1[CH3:43])(=[O:36])[CH3:35], predict the reactants needed to synthesize it. The reactants are: CS(O[CH2:6][CH2:7][O:8][C:9]1[CH:14]=[CH:13][C:12]([CH:15]2[CH2:20][CH2:19][N:18]([C:21]3[CH:22]=[CH:23][C:24]4[N:25]([C:27]([C:30]([F:33])([F:32])[F:31])=[N:28][N:29]=4)[N:26]=3)[CH2:17][CH2:16]2)=[CH:11][CH:10]=1)(=O)=O.[C:34]([N:37]1[CH2:42][CH2:41][NH:40][CH2:39][C@@H:38]1[CH3:43])(=[O:36])[CH3:35]. (4) Given the product [C:13]([O:12][C:7]1([CH:1]2[CH2:2][CH2:3][CH2:4][CH2:5][CH2:6]2)[CH2:8][CH2:9][CH2:10][CH2:11]1)(=[O:16])[CH:14]=[CH2:15], predict the reactants needed to synthesize it. The reactants are: [CH:1]1([C:7]2([OH:12])[CH2:11][CH2:10][CH2:9][CH2:8]2)[CH2:6][CH2:5][CH2:4][CH2:3][CH2:2]1.[C:13](Cl)(=[O:16])[CH:14]=[CH2:15].C(N(CC)CC)C. (5) Given the product [CH:25]([S:27][C:2]1[C:11]2[C:6](=[CH:7][CH:8]=[C:9]([I:12])[CH:10]=2)[N:5]=[CH:4][C:3]=1[C:13]#[N:14])([CH3:26])[CH3:24], predict the reactants needed to synthesize it. The reactants are: Cl[C:2]1[C:11]2[C:6](=[CH:7][CH:8]=[C:9]([I:12])[CH:10]=2)[N:5]=[CH:4][C:3]=1[C:13]#[N:14].CCN(C(C)C)C(C)C.[CH3:24][CH:25]([SH:27])[CH3:26]. (6) Given the product [F:18][C:19]1[CH:20]=[C:21]([NH:22][C:2]2[N:7]=[C:6]([NH:8][C:9]3[CH:10]=[C:11]([CH2:15][C:16]#[N:17])[CH:12]=[CH:13][CH:14]=3)[CH:5]=[CH:4][N:3]=2)[CH:23]=[CH:24][C:25]=1[N:26]1[CH2:27][CH2:28][N:29]([CH3:32])[CH2:30][CH2:31]1, predict the reactants needed to synthesize it. The reactants are: Cl[C:2]1[N:7]=[C:6]([NH:8][C:9]2[CH:10]=[C:11]([CH2:15][C:16]#[N:17])[CH:12]=[CH:13][CH:14]=2)[CH:5]=[CH:4][N:3]=1.[F:18][C:19]1[CH:20]=[C:21]([CH:23]=[CH:24][C:25]=1[N:26]1[CH2:31][CH2:30][N:29]([CH3:32])[CH2:28][CH2:27]1)[NH2:22].CO.C(Cl)Cl.[OH-].[Na+].